Predict the reaction yield, written as a fraction of the theoretical maximum amount of product (1.0 means a 100% yield; for example, 0.34 means a 34% yield). From a dataset of Reaction yield outcomes from USPTO patents with 853,638 reactions. (1) The reactants are [NH2:1][C:2]1[CH:9]=[CH:8][C:7]([Br:10])=[CH:6][C:3]=1[CH:4]=O.[Cl:11][C:12]1[CH:17]=[CH:16][C:15]([C:18]2[CH:23]=[CH:22][C:21]([O:24][CH3:25])=[CH:20][C:19]=2[C:26](=O)[CH3:27])=[CH:14][CH:13]=1.[OH-].[K+]. The catalyst is C(O)C. The product is [Br:10][C:7]1[CH:6]=[C:3]2[C:2](=[CH:9][CH:8]=1)[N:1]=[C:26]([C:19]1[CH:20]=[C:21]([O:24][CH3:25])[CH:22]=[CH:23][C:18]=1[C:15]1[CH:14]=[CH:13][C:12]([Cl:11])=[CH:17][CH:16]=1)[CH:27]=[CH:4]2. The yield is 0.440. (2) The reactants are [Cl-].O[NH3+:3].[C:4](=[O:7])([O-])[OH:5].[Na+].CS(C)=O.[C:13]12([CH:23]([O:52][Si](C(C)(C)C)(C)C)[CH2:24][N:25]3[C:30](=[O:31])[C:29]([CH2:32][C:33]4[CH:38]=[CH:37][C:36]([C:39]5[C:40]([C:45]#[N:46])=[CH:41][CH:42]=[CH:43][CH:44]=5)=[CH:35][CH:34]=4)=[C:28]([CH2:47][CH2:48][CH2:49][CH3:50])[N:27]=[C:26]3[CH3:51])[CH2:22][CH:17]3[CH2:18][CH:19]([CH2:21][CH:15]([CH2:16]3)[CH2:14]1)[CH2:20]2. The catalyst is C(OCC)(=O)C. The product is [C:13]12([CH:23]([OH:52])[CH2:24][N:25]3[C:30](=[O:31])[C:29]([CH2:32][C:33]4[CH:34]=[CH:35][C:36]([C:39]5[CH:44]=[CH:43][CH:42]=[CH:41][C:40]=5[C:45]5[NH:3][C:4](=[O:7])[O:5][N:46]=5)=[CH:37][CH:38]=4)=[C:28]([CH2:47][CH2:48][CH2:49][CH3:50])[N:27]=[C:26]3[CH3:51])[CH2:20][CH:19]3[CH2:21][CH:15]([CH2:16][CH:17]([CH2:18]3)[CH2:22]1)[CH2:14]2. The yield is 0.240. (3) The reactants are [CH3:1][C:2]([C:4]1[CH:9]=[CH:8][C:7]([C:10](=[O:12])[CH3:11])=[CH:6][CH:5]=1)=[CH2:3].CN1C=CN=C1.[N+](=[CH:21][C:22]([O:24][CH2:25][CH3:26])=[O:23])=[N-]. The catalyst is C1(C)C=CC=CC=1. The product is [C:10]([C:7]1[CH:8]=[CH:9][C:4]([C:2]2([CH3:3])[CH2:1][CH:21]2[C:22]([O:24][CH2:25][CH3:26])=[O:23])=[CH:5][CH:6]=1)(=[O:12])[CH3:11]. The yield is 0.220. (4) The reactants are [H-].[Na+].[CH3:3][C:4]1[CH:5]=[C:6]([OH:38])[CH:7]=[CH:8][C:9]=1[CH2:10][CH2:11][CH2:12][CH2:13][C:14]1[N:15]=[N:16][N:17]([C:19]([C:32]2[CH:37]=[CH:36][CH:35]=[CH:34][CH:33]=2)([C:26]2[CH:31]=[CH:30][CH:29]=[CH:28][CH:27]=2)[C:20]2[CH:25]=[CH:24][CH:23]=[CH:22][CH:21]=2)[CH:18]=1.Cl[CH2:40][C:41]1[N:42]=[C:43]([CH:46]=[CH:47][C:48]2[CH:53]=[CH:52][C:51]([O:54][C:55]([F:58])([F:57])[F:56])=[CH:50][CH:49]=2)[O:44][CH:45]=1.O. The catalyst is CN(C)C=O. The product is [CH3:3][C:4]1[CH:5]=[C:6]([O:38][CH2:40][C:41]2[N:42]=[C:43](/[CH:46]=[CH:47]/[C:48]3[CH:49]=[CH:50][C:51]([O:54][C:55]([F:58])([F:56])[F:57])=[CH:52][CH:53]=3)[O:44][CH:45]=2)[CH:7]=[CH:8][C:9]=1[CH2:10][CH2:11][CH2:12][CH2:13][C:14]1[N:15]=[N:16][N:17]([C:19]([C:32]2[CH:37]=[CH:36][CH:35]=[CH:34][CH:33]=2)([C:20]2[CH:25]=[CH:24][CH:23]=[CH:22][CH:21]=2)[C:26]2[CH:27]=[CH:28][CH:29]=[CH:30][CH:31]=2)[CH:18]=1. The yield is 0.810.